From a dataset of Reaction yield outcomes from USPTO patents with 853,638 reactions. Predict the reaction yield, written as a fraction of the theoretical maximum amount of product (1.0 means a 100% yield; for example, 0.34 means a 34% yield). (1) The reactants are [N+:1]([C:4]1[CH:9]=[CH:8][N:7]=[CH:6][C:5]=1[C:10]1[CH:15]=[CH:14][C:13]([CH2:16][CH2:17][CH2:18]O)=[CH:12][CH:11]=1)([O-:3])=[O:2].C(N(S(F)(F)[F:26])CC)C. The catalyst is C(Cl)Cl. The product is [F:26][CH2:18][CH2:17][CH2:16][C:13]1[CH:14]=[CH:15][C:10]([C:5]2[CH:6]=[N:7][CH:8]=[CH:9][C:4]=2[N+:1]([O-:3])=[O:2])=[CH:11][CH:12]=1. The yield is 0.200. (2) No catalyst specified. The yield is 1.00. The product is [CH3:2][O:3][C:5]1[N:6]=[C:7]([CH3:15])[C:8]([C:11]([OH:13])=[O:12])=[N:9][CH:10]=1. The reactants are [Na].[CH3:2][OH:3].Cl[C:5]1[N:6]=[C:7]([CH3:15])[C:8]([C:11]([O:13]C)=[O:12])=[N:9][CH:10]=1.[OH-].[Na+].Cl. (3) The reactants are [C:1]([O:5][C:6]([N:8]1[CH2:12][CH:11]([O:13][C:14]2[C:23]3[C:18](=[C:19]([Cl:26])[C:20]([O:24][CH3:25])=[CH:21][CH:22]=3)[N:17]=[C:16]([C:27]3[S:28][CH:29]=[C:30]([CH:32]([CH3:34])[CH3:33])[N:31]=3)[CH:15]=2)[CH2:10][CH:9]1[C:35](O)=[O:36])=[O:7])([CH3:4])([CH3:3])[CH3:2].S(C1C=CC(C)=CC=1)(O)(=O)=O.[CH2:49]([O:51][C:52]([C@@:54]1([NH2:59])[CH2:56][C@H:55]1[CH:57]=[CH2:58])=[O:53])[CH3:50].C(N(C(C)C)CC)(C)C.CN(C(ON1N=NC2C=CC=NC1=2)=[N+](C)C)C.F[P-](F)(F)(F)(F)F. The catalyst is CN(C=O)C.O. The product is [C:1]([O:5][C:6]([N:8]1[CH2:12][CH:11]([O:13][C:14]2[C:23]3[C:18](=[C:19]([Cl:26])[C:20]([O:24][CH3:25])=[CH:21][CH:22]=3)[N:17]=[C:16]([C:27]3[S:28][CH:29]=[C:30]([CH:32]([CH3:34])[CH3:33])[N:31]=3)[CH:15]=2)[CH2:10][CH:9]1[C:35](=[O:36])[NH:59][C:54]1([C:52]([O:51][CH2:49][CH3:50])=[O:53])[CH2:56][CH:55]1[CH:57]=[CH2:58])=[O:7])([CH3:4])([CH3:3])[CH3:2]. The yield is 0.700. (4) The yield is 0.850. The catalyst is ClCCl. The reactants are [CH:1]([S:4](Cl)(=[O:6])=[O:5])([CH3:3])[CH3:2].[CH2:8]1[O:17][C:11]2([CH2:16][CH2:15][NH:14][CH2:13][CH2:12]2)[O:10][CH2:9]1.C(N(CC)CC)C. The product is [CH2:8]1[O:17][C:11]2([CH2:16][CH2:15][N:14]([S:4]([CH:1]([CH3:3])[CH3:2])(=[O:6])=[O:5])[CH2:13][CH2:12]2)[O:10][CH2:9]1. (5) The reactants are [CH3:1][N:2]([CH3:45])[CH2:3][CH2:4][N:5]1[CH2:10][CH2:9][N:8]([C:11]([C:13]2[CH:18]=[CH:17][CH:16]=[C:15]([C:19]3[CH:20]=[C:21]4[C:27]([C:28]5[CH:33]=[C:32]([F:34])[CH:31]=[CH:30][C:29]=5[O:35][CH3:36])=[N:26][N:25](COCC[Si](C)(C)C)[C:22]4=[N:23][CH:24]=3)[CH:14]=2)=[O:12])[CH2:7][CH2:6]1.[OH-].[Na+]. The catalyst is Cl(O)(=O)(=O)=O.CO. The product is [CH3:1][N:2]([CH3:45])[CH2:3][CH2:4][N:5]1[CH2:10][CH2:9][N:8]([C:11]([C:13]2[CH:18]=[CH:17][CH:16]=[C:15]([C:19]3[CH:20]=[C:21]4[C:27]([C:28]5[CH:33]=[C:32]([F:34])[CH:31]=[CH:30][C:29]=5[O:35][CH3:36])=[N:26][NH:25][C:22]4=[N:23][CH:24]=3)[CH:14]=2)=[O:12])[CH2:7][CH2:6]1. The yield is 0.640. (6) The reactants are [Br:1][C:2]1[CH:10]=[C:9]2[C:5]([CH2:6][CH2:7][C@H:8]2[OH:11])=[CH:4][CH:3]=1.[CH3:12][O:13][C:14](=[O:26])[CH2:15][C@H:16]1[C:20]2[CH:21]=[CH:22][C:23](O)=[CH:24][C:19]=2[O:18][CH2:17]1. No catalyst specified. The product is [CH3:12][O:13][C:14](=[O:26])[CH2:15][C@H:16]1[C:20]2[CH:21]=[CH:22][C:23]([O:11][C@@H:8]3[C:9]4[C:5](=[CH:4][CH:3]=[C:2]([Br:1])[CH:10]=4)[CH2:6][CH2:7]3)=[CH:24][C:19]=2[O:18][CH2:17]1. The yield is 0.530. (7) The reactants are [CH2:1]([O:3][C:4](=[O:13])[CH2:5][CH:6]([CH2:11]Br)[CH2:7][CH:8]([CH3:10])[CH3:9])[CH3:2].[P:14]([O:21]CC)([O:18][CH2:19][CH3:20])[O:15][CH2:16][CH3:17]. No catalyst specified. The product is [CH2:1]([O:3][C:4](=[O:13])[CH2:5][CH:6]([CH2:11][P:14]([O:18][CH2:19][CH3:20])([O:15][CH2:16][CH3:17])=[O:21])[CH2:7][CH:8]([CH3:10])[CH3:9])[CH3:2]. The yield is 0.480. (8) The reactants are [NH2:1][C@H:2]1[CH2:7][CH2:6][N:5]([C:8]2[O:9][C:10]([CH3:20])=[C:11]([C:13]([O:15][CH2:16][CH2:17][CH2:18][CH3:19])=[O:14])[N:12]=2)[CH2:4][C@H:3]1[O:21][CH2:22][CH2:23][CH3:24].[Cl:25][C:26]1[N:27]=[C:28]([C:33](O)=[O:34])[NH:29][C:30]=1[CH2:31][CH3:32].CCN=C=NCCCN(C)C.Cl.C1C=CC2N(O)N=NC=2C=1. The catalyst is CC(N(C)C)=O.ClCCl. The product is [Cl:25][C:26]1[N:27]=[C:28]([C:33]([NH:1][C@H:2]2[CH2:7][CH2:6][N:5]([C:8]3[O:9][C:10]([CH3:20])=[C:11]([C:13]([O:15][CH2:16][CH2:17][CH2:18][CH3:19])=[O:14])[N:12]=3)[CH2:4][C@H:3]2[O:21][CH2:22][CH2:23][CH3:24])=[O:34])[NH:29][C:30]=1[CH2:31][CH3:32]. The yield is 0.440. (9) The reactants are [C:1]1([CH2:7][OH:8])[CH:6]=[CH:5][CH:4]=[CH:3][CH:2]=1.[H-].[Na+].Br[C:12]1[CH:17]=[CH:16][C:15]([Br:18])=[CH:14][N:13]=1. The catalyst is CN(C)C=O. The product is [CH2:7]([O:8][C:12]1[CH:17]=[CH:16][C:15]([Br:18])=[CH:14][N:13]=1)[C:1]1[CH:6]=[CH:5][CH:4]=[CH:3][CH:2]=1. The yield is 0.900.